Dataset: Full USPTO retrosynthesis dataset with 1.9M reactions from patents (1976-2016). Task: Predict the reactants needed to synthesize the given product. Given the product [C:1]1([C:7]2[CH:12]=[C:11]([CH:13]3[CH2:14][O:15][C:35](=[O:37])[O:17][CH2:16]3)[CH:10]=[CH:9][C:8]=2[NH:18][C:19]([C:21]2[NH:22][CH:23]=[C:24]([C:26]#[N:27])[N:25]=2)=[O:20])[CH2:6][CH2:5][CH2:4][CH2:3][CH:2]=1, predict the reactants needed to synthesize it. The reactants are: [C:1]1([C:7]2[CH:12]=[C:11]([CH:13]([CH2:16][OH:17])[CH2:14][OH:15])[CH:10]=[CH:9][C:8]=2[NH:18][C:19]([C:21]2[NH:22][CH:23]=[C:24]([C:26]#[N:27])[N:25]=2)=[O:20])[CH2:6][CH2:5][CH2:4][CH2:3][CH:2]=1.N1C=CC=CC=1.Cl[C:35](Cl)([O:37]C(=O)OC(Cl)(Cl)Cl)Cl.